This data is from Catalyst prediction with 721,799 reactions and 888 catalyst types from USPTO. The task is: Predict which catalyst facilitates the given reaction. (1) Reactant: [F:1][C:2]([F:14])([F:13])[O:3][C:4]1[CH:5]=[C:6]([CH:10]=[CH:11][CH:12]=1)[C:7]([OH:9])=O.C(Cl)(=O)C(Cl)=O.O1CCCC1.[NH2:26][C:27]1[CH:28]=[CH:29][C:30]([O:49][CH3:50])=[C:31]([CH:48]=1)[O:32][C:33]1[CH:34]=[CH:35][C:36]2[N:37]([CH:39]=[C:40]([NH:42][C:43]([CH:45]3[CH2:47][CH2:46]3)=[O:44])[N:41]=2)[N:38]=1. Product: [CH:45]1([C:43]([NH:42][C:40]2[N:41]=[C:36]3[CH:35]=[CH:34][C:33]([O:32][C:31]4[CH:48]=[C:27]([NH:26][C:7](=[O:9])[C:6]5[CH:10]=[CH:11][CH:12]=[C:4]([O:3][C:2]([F:1])([F:14])[F:13])[CH:5]=5)[CH:28]=[CH:29][C:30]=4[O:49][CH3:50])=[N:38][N:37]3[CH:39]=2)=[O:44])[CH2:46][CH2:47]1. The catalyst class is: 637. (2) Reactant: [Br:1][C:2]1[C:3](Cl)=[N:4][CH:5]=[C:6]([CH:10]=1)[C:7]([OH:9])=[O:8].[F:12][C:13]1[CH:18]=[C:17]([F:19])[CH:16]=[CH:15][C:14]=1[OH:20].C(=O)([O-])[O-].[Cs+].[Cs+].Cl. Product: [Br:1][C:2]1[C:3]([O:20][C:14]2[CH:15]=[CH:16][C:17]([F:19])=[CH:18][C:13]=2[F:12])=[N:4][CH:5]=[C:6]([CH:10]=1)[C:7]([OH:9])=[O:8]. The catalyst class is: 58.